Predict which catalyst facilitates the given reaction. From a dataset of Catalyst prediction with 721,799 reactions and 888 catalyst types from USPTO. (1) Reactant: C[O:2][C:3](=[O:29])[CH2:4][CH2:5][CH2:6][C:7]#[C:8][CH2:9][N:10]1[C@@H:14]([CH2:15][O:16][C:17](=[S:27])[NH:18][CH2:19][CH2:20][C:21]2[CH:26]=[CH:25][CH:24]=[CH:23][CH:22]=2)[CH2:13][CH2:12][C:11]1=[O:28].P([O-])([O-])([O-])=O. Product: [O:28]=[C:11]1[CH2:12][CH2:13][C@H:14]([CH2:15][O:16][C:17](=[S:27])[NH:18][CH2:19][CH2:20][C:21]2[CH:22]=[CH:23][CH:24]=[CH:25][CH:26]=2)[N:10]1[CH2:9][C:8]#[C:7][CH2:6][CH2:5][CH2:4][C:3]([OH:29])=[O:2]. The catalyst class is: 23. (2) Reactant: [C:1]([O:5][C:6]([NH:8][C@@H:9]([CH2:13][CH:14]([CH3:16])[CH3:15])[C:10](O)=[O:11])=[O:7])([CH3:4])([CH3:3])[CH3:2].C(OC(OC(C)(C)C)=O)(OC(C)(C)C)=O.[N:32]1C=CC=CC=1.[OH-].[NH4+]. Product: [NH2:32][C:10](=[O:11])[C@@H:9]([NH:8][C:6](=[O:7])[O:5][C:1]([CH3:4])([CH3:3])[CH3:2])[CH2:13][CH:14]([CH3:16])[CH3:15]. The catalyst class is: 23. (3) Reactant: [C:1]([C:3]1[CH:4]=[C:5]([N:9]([NH:17][CH2:18][CH2:19][CH3:20])[C:10]([O:12][C:13]([CH3:16])([CH3:15])[CH3:14])=[O:11])[CH:6]=[CH:7][CH:8]=1)#[N:2].[I:21][C:22]1[CH:27]=[CH:26][C:25]([N:28]=[C:29]=[O:30])=[CH:24][CH:23]=1. Product: [C:1]([C:3]1[CH:4]=[C:5]([N:9]([N:17]([C:29]([NH:28][C:25]2[CH:26]=[CH:27][C:22]([I:21])=[CH:23][CH:24]=2)=[O:30])[CH2:18][CH2:19][CH3:20])[C:10]([O:12][C:13]([CH3:14])([CH3:15])[CH3:16])=[O:11])[CH:6]=[CH:7][CH:8]=1)#[N:2]. The catalyst class is: 17. (4) Reactant: OS(O)(=O)=O.[CH3:6][N:7]1[CH:11]=[C:10]([C:12]2[CH:17]=[CH:16][C:15]([C:18]3[C:27]4[C:22](=[CH:23][CH:24]=[C:25]([C:28]#[N:29])[CH:26]=4)[CH:21]=[N:20][CH:19]=3)=[CH:14][CH:13]=2)[CH:9]=[N:8]1.[OH-].[Na+].C([O-])(O)=[O:33].[Na+]. Product: [CH3:6][N:7]1[CH:11]=[C:10]([C:12]2[CH:17]=[CH:16][C:15]([C:18]3[C:27]4[C:22](=[CH:23][CH:24]=[C:25]([C:28]([NH2:29])=[O:33])[CH:26]=4)[CH:21]=[N:20][CH:19]=3)=[CH:14][CH:13]=2)[CH:9]=[N:8]1. The catalyst class is: 6.